This data is from Reaction yield outcomes from USPTO patents with 853,638 reactions. The task is: Predict the reaction yield, written as a fraction of the theoretical maximum amount of product (1.0 means a 100% yield; for example, 0.34 means a 34% yield). (1) The reactants are [C:1]([O:4][N:5](C(OC(C)(C)C)=O)[C:6]1([CH3:23])[C:10](=[O:11])[N:9]([CH3:12])[N:8]=[C:7]1[C:13]1[CH:18]=[CH:17][C:16]([S:19]([CH3:22])(=[O:21])=[O:20])=[CH:15][CH:14]=1)(=[O:3])[CH3:2].FC(F)(F)C(O)=O. The catalyst is C(Cl)Cl. The product is [C:1]([O:4][NH:5][C:6]1([CH3:23])[C:10](=[O:11])[N:9]([CH3:12])[N:8]=[C:7]1[C:13]1[CH:18]=[CH:17][C:16]([S:19]([CH3:22])(=[O:20])=[O:21])=[CH:15][CH:14]=1)(=[O:3])[CH3:2]. The yield is 0.750. (2) The reactants are [NH2:1][C@H:2]1[CH2:7][CH2:6][C@H:5]([OH:8])[CH2:4][CH2:3]1.[C:9]1(=O)[O:13][CH2:12][CH2:11][CH2:10]1. The catalyst is O. The product is [OH:8][C@H:5]1[CH2:6][CH2:7][C@H:2]([N:1]2[CH2:9][CH2:10][CH2:11][C:12]2=[O:13])[CH2:3][CH2:4]1. The yield is 0.430. (3) The reactants are Br[C:2]1[CH:14]=[C:13]([CH3:15])[C:12]([O:16][C:17]2[N:21]([CH3:22])[N:20]=[C:19]([CH3:23])[C:18]=2[CH3:24])=[CH:11][C:3]=1[O:4][C@@H:5]([CH3:10])[C:6]([O:8][CH3:9])=[O:7].[B:25]1([B:25]2[O:29][C:28]([CH3:31])([CH3:30])[C:27]([CH3:33])([CH3:32])[O:26]2)[O:29][C:28]([CH3:31])([CH3:30])[C:27]([CH3:33])([CH3:32])[O:26]1.C([O-])(=O)C.[K+]. The catalyst is CS(C)=O. The product is [CH3:15][C:13]1[C:12]([O:16][C:17]2[N:21]([CH3:22])[N:20]=[C:19]([CH3:23])[C:18]=2[CH3:24])=[CH:11][C:3]([O:4][C@@H:5]([CH3:10])[C:6]([O:8][CH3:9])=[O:7])=[C:2]([B:25]2[O:29][C:28]([CH3:31])([CH3:30])[C:27]([CH3:33])([CH3:32])[O:26]2)[CH:14]=1. The yield is 0.220.